Dataset: Full USPTO retrosynthesis dataset with 1.9M reactions from patents (1976-2016). Task: Predict the reactants needed to synthesize the given product. (1) Given the product [Cl:17][C:15]1[CH:14]=[CH:13][C:12]2[NH:8][C:9]([C@@H:18]([NH:24][C:25](=[O:40])[C:26]3[CH:31]=[CH:30][C:29]([C:32]([N:34]4[CH2:35][CH2:36][CH2:37][CH2:38]4)=[O:33])=[C:28]([CH3:39])[CH:27]=3)[CH2:19][CH2:20][C:21]([N:78]3[CH2:79][CH2:80][C:75]4([CH2:76][N:73]([CH3:72])[CH2:74]4)[CH2:77]3)=[O:23])=[N:10][C:11]=2[CH:16]=1, predict the reactants needed to synthesize it. The reactants are: C(OC([N:8]1[C:12]2[CH:13]=[CH:14][C:15]([Cl:17])=[CH:16][C:11]=2[N:10]=[C:9]1[CH:18]([NH:24][C:25](=[O:40])[C:26]1[CH:31]=[CH:30][C:29]([C:32]([N:34]2[CH2:38][CH2:37][CH2:36][CH2:35]2)=[O:33])=[C:28]([CH3:39])[CH:27]=1)[CH2:19][CH2:20][C:21]([OH:23])=O)=O)(C)(C)C.CN(C(ON1N=NC2C=CC=CC1=2)=[N+](C)C)C.[B-](F)(F)(F)F.C(N(C(C)C)CC)(C)C.[CH3:72][N:73]1[CH2:76][C:75]2([CH2:80][CH2:79][NH:78][CH2:77]2)[CH2:74]1.FC(F)(F)C(O)=O.ClCl. (2) Given the product [Cl:1][C:2]1[CH:3]=[C:4]([N:8]2[CH:12]=[C:11]([CH:13]([OH:14])[CH3:15])[CH:10]=[N:9]2)[CH:5]=[CH:6][CH:7]=1, predict the reactants needed to synthesize it. The reactants are: [Cl:1][C:2]1[CH:3]=[C:4]([N:8]2[CH:12]=[C:11]([CH:13]=[O:14])[CH:10]=[N:9]2)[CH:5]=[CH:6][CH:7]=1.[CH3:15][Mg]Cl.C1COCC1.[NH4+].[Cl-]. (3) Given the product [Br:7][C:8]1[S:12][C:11]([C:13]([O:15][CH3:1])=[O:14])=[N:10][CH:9]=1, predict the reactants needed to synthesize it. The reactants are: [C:1](Cl)(=O)C(Cl)=O.[Br:7][C:8]1[S:12][C:11]([C:13]([OH:15])=[O:14])=[N:10][CH:9]=1.CN(C=O)C.CO. (4) Given the product [CH2:26]([O:25][C:24]1[C:23]2[C:18](=[CH:19][CH:20]=[C:21]([O:33][CH3:34])[N:22]=2)[N:17]=[CH:16][C:15]=1[NH2:14])[C:27]1[CH:32]=[CH:31][CH:30]=[CH:29][CH:28]=1, predict the reactants needed to synthesize it. The reactants are: FC(F)(F)C(O)=O.C(OC(=O)[NH:14][C:15]1[CH:16]=[N:17][C:18]2[C:23]([C:24]=1[O:25][CH2:26][C:27]1[CH:32]=[CH:31][CH:30]=[CH:29][CH:28]=1)=[N:22][C:21]([O:33][CH3:34])=[CH:20][CH:19]=2)(C)(C)C. (5) Given the product [Cl:36][C:35]1[CH:34]=[CH:33][CH:32]=[C:31]([Cl:37])[C:30]=1[C:23]1[C:22]([CH2:21][O:20][C:17]2[CH:18]=[CH:19][C:14]([C:10]3[CH:9]=[C:8]4[C:13]([C:5]([C:3]([OH:4])=[O:2])=[CH:6][NH:7]4)=[CH:12][CH:11]=3)=[C:15]([CH3:38])[CH:16]=2)=[C:26]([CH:27]([CH3:29])[CH3:28])[O:25][N:24]=1, predict the reactants needed to synthesize it. The reactants are: C[O:2][C:3]([C:5]1[C:13]2[C:8](=[CH:9][C:10]([C:14]3[CH:19]=[CH:18][C:17]([O:20][CH2:21][C:22]4[C:23]([C:30]5[C:35]([Cl:36])=[CH:34][CH:33]=[CH:32][C:31]=5[Cl:37])=[N:24][O:25][C:26]=4[CH:27]([CH3:29])[CH3:28])=[CH:16][C:15]=3[CH3:38])=[CH:11][CH:12]=2)[NH:7][CH:6]=1)=[O:4].[OH-].[Na+].CO.C1COCC1. (6) Given the product [Br:1][C:2]1[C:7]([O:8][CH2:22][C:23]([O:25][CH2:26][CH3:27])=[O:24])=[C:6]([O:9][CH3:10])[C:5]([O:11][CH:12]([F:13])[F:14])=[CH:4][CH:3]=1, predict the reactants needed to synthesize it. The reactants are: [Br:1][C:2]1[C:7]([OH:8])=[C:6]([O:9][CH3:10])[C:5]([O:11][CH:12]([F:14])[F:13])=[CH:4][CH:3]=1.C(=O)([O-])[O-].[K+].[K+].Br[CH2:22][C:23]([O:25][CH2:26][CH3:27])=[O:24]. (7) Given the product [CH2:15]([O:17][C:18]([N:20]1[C:24]([NH:25][C:26](=[O:43])[C:27]2[CH:32]=[CH:31][C:30]([N:33]3[CH2:38][CH2:37][N:36]([CH3:39])[CH2:35][CH2:34]3)=[CH:29][C:28]=2[N+:40]([O-:42])=[O:41])=[C:23]2[CH2:44][N:45]([S:9]([C:4]3[CH:3]=[C:2]([F:1])[CH:7]=[C:6]([F:8])[CH:5]=3)(=[O:11])=[O:10])[C:46]([CH3:47])([CH3:48])[C:22]2=[N:21]1)=[O:19])[CH3:16], predict the reactants needed to synthesize it. The reactants are: [F:1][C:2]1[CH:3]=[C:4]([S:9](Cl)(=[O:11])=[O:10])[CH:5]=[C:6]([F:8])[CH:7]=1.Cl.Cl.[CH2:15]([O:17][C:18]([N:20]1[C:24]([NH:25][C:26](=[O:43])[C:27]2[CH:32]=[CH:31][C:30]([N:33]3[CH2:38][CH2:37][N:36]([CH3:39])[CH2:35][CH2:34]3)=[CH:29][C:28]=2[N+:40]([O-:42])=[O:41])=[C:23]2[CH2:44][NH:45][C:46]([CH3:48])([CH3:47])[C:22]2=[N:21]1)=[O:19])[CH3:16].C(N(CC)C(C)C)(C)C. (8) Given the product [ClH:7].[N:8]12[CH2:15][CH2:14][CH:11]([CH2:12][CH2:13]1)[C@@H:10]([NH:16][C:17]([C:19]1[S:20][C:21]3[C:27]([C:34]4[CH:35]=[CH:36][C:31]([N:30]([CH3:40])[CH3:29])=[CH:32][CH:33]=4)=[CH:26][CH:25]=[CH:24][C:22]=3[CH:23]=1)=[O:18])[CH2:9]2, predict the reactants needed to synthesize it. The reactants are: C(=O)([O-])[O-].[Na+].[Na+].[ClH:7].[N:8]12[CH2:15][CH2:14][CH:11]([CH2:12][CH2:13]1)[C@@H:10]([NH:16][C:17]([C:19]1[S:20][C:21]3[C:27](Br)=[CH:26][CH:25]=[CH:24][C:22]=3[CH:23]=1)=[O:18])[CH2:9]2.[CH3:29][N:30]([CH3:40])[C:31]1[CH:36]=[CH:35][C:34](B(O)O)=[CH:33][CH:32]=1.[OH-].[Na+]. (9) Given the product [CH3:9][O:8][C:5]1[CH:6]=[CH:7][C:2]([N:18]2[CH2:19][CH2:20][CH2:21][CH:16]([C:10]3[CH:15]=[CH:14][CH:13]=[CH:12][CH:11]=3)[CH2:17]2)=[CH:3][CH:4]=1, predict the reactants needed to synthesize it. The reactants are: Br[C:2]1[CH:7]=[CH:6][C:5]([O:8][CH3:9])=[CH:4][CH:3]=1.[C:10]1([CH:16]2[CH2:21][CH2:20][CH2:19][NH:18][CH2:17]2)[CH:15]=[CH:14][CH:13]=[CH:12][CH:11]=1.CC([O-])(C)C.[K+]. (10) The reactants are: [CH3:1][O:2][C:3]1[CH:8]=[CH:7][C:6]([C@@H:9]2[C@@H:14]([O:15][CH2:16][C:17]3[CH:18]=[CH:19][C:20]4[O:25][CH2:24][CH2:23][N:22]([CH2:26][CH2:27][CH2:28][O:29][CH3:30])[C:21]=4[CH:31]=3)[CH2:13][N:12]([S:32]([C:35]3[CH:40]=[CH:39][C:38]([CH3:41])=[CH:37][CH:36]=3)(=[O:34])=[O:33])[CH2:11][C@H:10]2[O:42][CH2:43][C:44](OC)=[O:45])=[CH:5][CH:4]=1.[CH3:48][N-:49][CH3:50]. Given the product [CH3:1][O:2][C:3]1[CH:4]=[CH:5][C:6]([C@@H:9]2[C@@H:14]([O:15][CH2:16][C:17]3[CH:18]=[CH:19][C:20]4[O:25][CH2:24][CH2:23][N:22]([CH2:26][CH2:27][CH2:28][O:29][CH3:30])[C:21]=4[CH:31]=3)[CH2:13][N:12]([S:32]([C:35]3[CH:36]=[CH:37][C:38]([CH3:41])=[CH:39][CH:40]=3)(=[O:34])=[O:33])[CH2:11][C@H:10]2[O:42][CH2:43][C:44]([N:49]([CH3:50])[CH3:48])=[O:45])=[CH:7][CH:8]=1, predict the reactants needed to synthesize it.